This data is from Catalyst prediction with 721,799 reactions and 888 catalyst types from USPTO. The task is: Predict which catalyst facilitates the given reaction. (1) Reactant: [OH:1][CH2:2][CH2:3][C@@H:4]1[CH2:9][N:8]([C:10]([O:12][CH2:13][C:14]2[CH:19]=[CH:18][CH:17]=[CH:16][CH:15]=2)=[O:11])[CH2:7][CH2:6][N:5]1[C:20]([O:22][C:23]([CH3:26])([CH3:25])[CH3:24])=[O:21].C(N(CC)CC)C.[CH3:34][S:35](Cl)(=[O:37])=[O:36].O. Product: [CH3:34][S:35]([O:1][CH2:2][CH2:3][C@@H:4]1[CH2:9][N:8]([C:10]([O:12][CH2:13][C:14]2[CH:19]=[CH:18][CH:17]=[CH:16][CH:15]=2)=[O:11])[CH2:7][CH2:6][N:5]1[C:20]([O:22][C:23]([CH3:26])([CH3:25])[CH3:24])=[O:21])(=[O:37])=[O:36]. The catalyst class is: 1. (2) Product: [CH3:1][NH:2][C:3]([C:5]1[CH:13]=[C:12]2[C:8]([CH:9]=[CH:10][N:11]2[CH:14]2[CH2:19][CH2:18][NH:17][CH2:16][CH2:15]2)=[CH:7][CH:6]=1)=[O:4]. The catalyst class is: 129. Reactant: [CH3:1][NH:2][C:3]([C:5]1[CH:13]=[C:12]2[C:8]([CH:9]=[CH:10][N:11]2[CH:14]2[CH2:19][CH2:18][N:17](C(OCC3C=CC=CC=3)=O)[CH2:16][CH2:15]2)=[CH:7][CH:6]=1)=[O:4]. (3) Reactant: Br[C:2]1[CH:9]=[CH:8][C:7]([O:10][CH3:11])=[CH:6][C:3]=1[CH2:4]Cl.C([Li])CCC.[F:17][C:18]([F:28])([F:27])[C:19]([C:21]1[CH:26]=[CH:25][CH:24]=[CH:23][CH:22]=1)=[O:20]. Product: [F:17][C:18]([F:27])([F:28])[C:19]1([C:21]2[CH:26]=[CH:25][CH:24]=[CH:23][CH:22]=2)[C:2]2[C:3](=[CH:6][C:7]([O:10][CH3:11])=[CH:8][CH:9]=2)[CH2:4][O:20]1. The catalyst class is: 392. (4) Reactant: [Br:1][C:2]1[CH:7]=[CH:6][C:5]([C:8]2[O:9][C:10](=[O:23])[C:11]3[C:15]=2[C:14](=[O:16])[NH:13][C:12]=3[C:17]2[CH:22]=[CH:21][CH:20]=[CH:19][CH:18]=2)=[CH:4][CH:3]=1.S(C1C=CC(C)=CC=1)(O[CH3:28])(=O)=O.C(=O)([O-])[O-].[K+].[K+].CN(C)C=O. Product: [CH3:28][N:13]1[C:14](=[O:16])[C:15]2=[C:8]([C:5]3[CH:4]=[CH:3][C:2]([Br:1])=[CH:7][CH:6]=3)[O:9][C:10](=[O:23])[C:11]2=[C:12]1[C:17]1[CH:22]=[CH:21][CH:20]=[CH:19][CH:18]=1. The catalyst class is: 6. (5) Reactant: C(N(CC)C(C)C)(C)C.[NH2:10][CH:11]([C:14]1[N:15]([C:24]2[CH:29]=[CH:28][CH:27]=[CH:26][CH:25]=2)[C:16](=[O:23])[C:17]2[S:22][CH:21]=[CH:20][C:18]=2[N:19]=1)[CH2:12][CH3:13].Cl[C:31]1[N:39]=[CH:38][N:37]=[C:36]2[C:32]=1[N:33]=[CH:34][N:35]2[CH:40]1[CH2:45][CH2:44][CH2:43][CH2:42][O:41]1.C(O)C. Product: [C:24]1([N:15]2[C:16](=[O:23])[C:17]3[S:22][CH:21]=[CH:20][C:18]=3[N:19]=[C:14]2[CH:11]([NH:10][C:31]2[N:39]=[CH:38][N:37]=[C:36]3[C:32]=2[N:33]=[CH:34][N:35]3[CH:40]2[CH2:45][CH2:44][CH2:43][CH2:42][O:41]2)[CH2:12][CH3:13])[CH:29]=[CH:28][CH:27]=[CH:26][CH:25]=1. The catalyst class is: 25. (6) Reactant: [CH3:1][N:2]([CH3:8])[C@H:3]1[CH2:7][CH2:6][NH:5][CH2:4]1.C(N(CC)CC)C.F[C:17]1[C:18]([C:37]2[CH:42]=[CH:41][CH:40]=[CH:39][CH:38]=2)=[C:19]([CH3:36])[C:20]([C:34]#[N:35])=[C:21]2[C:25]=1[O:24][C:23]([N:26]1[CH2:31][CH2:30][N:29]([CH3:32])[C:28](=[O:33])[CH2:27]1)=[N:22]2. Product: [CH3:1][N:2]([CH3:8])[C@H:3]1[CH2:7][CH2:6][N:5]([C:17]2[C:18]([C:37]3[CH:42]=[CH:41][CH:40]=[CH:39][CH:38]=3)=[C:19]([CH3:36])[C:20]([C:34]#[N:35])=[C:21]3[C:25]=2[O:24][C:23]([N:26]2[CH2:31][CH2:30][N:29]([CH3:32])[C:28](=[O:33])[CH2:27]2)=[N:22]3)[CH2:4]1. The catalyst class is: 16.